From a dataset of Forward reaction prediction with 1.9M reactions from USPTO patents (1976-2016). Predict the product of the given reaction. (1) The product is: [BrH:7].[O:10]1[CH2:11][CH2:12][CH2:13][CH2:14][CH:9]1[CH2:8][N:6]1[CH:5]=[CH:4][S:3][C:2]1=[NH:1]. Given the reactants [NH2:1][C:2]1[S:3][CH:4]=[CH:5][N:6]=1.[Br:7][CH2:8][CH:9]1[CH2:14][CH2:13][CH2:12][CH2:11][O:10]1, predict the reaction product. (2) Given the reactants Cl[C:2]1[C:7]([CH2:8][CH2:9]Cl)=[C:6]([C:11]2[CH:16]=[CH:15][CH:14]=[C:13]([O:17][CH3:18])[CH:12]=2)[N:5]=[C:4]([N:19]2[CH2:24][CH2:23][O:22][CH2:21][CH2:20]2)[N:3]=1.[OH:25][C:26]1[CH:31]=[CH:30][C:29]([NH2:32])=[CH:28][N:27]=1, predict the reaction product. The product is: [CH3:18][O:17][C:13]1[CH:12]=[C:11]([C:6]2[C:7]3[CH2:8][CH2:9][N:32]([C:29]4[CH:30]=[CH:31][C:26]([OH:25])=[N:27][CH:28]=4)[C:2]=3[N:3]=[C:4]([N:19]3[CH2:24][CH2:23][O:22][CH2:21][CH2:20]3)[N:5]=2)[CH:16]=[CH:15][CH:14]=1.